This data is from HIV replication inhibition screening data with 41,000+ compounds from the AIDS Antiviral Screen. The task is: Binary Classification. Given a drug SMILES string, predict its activity (active/inactive) in a high-throughput screening assay against a specified biological target. The compound is CC(=O)Nc1ccc(C2C(C(=O)Nc3ccccc3C)=C(C)NC(C)=C2C(=O)Nc2ccccc2C)cc1. The result is 0 (inactive).